From a dataset of Forward reaction prediction with 1.9M reactions from USPTO patents (1976-2016). Predict the product of the given reaction. (1) Given the reactants [CH3:1][S:2][C:3]1[S:4][C:5]2[CH:11]=[C:10]([CH2:12][NH:13][C:14]3[C:19]([N+:20]([O-])=O)=[CH:18][C:17]([C:23]([F:26])([F:25])[F:24])=[CH:16][N:15]=3)[CH:9]=[CH:8][C:6]=2[N:7]=1.CC(O)=O.CO, predict the reaction product. The product is: [CH3:1][S:2][C:3]1[S:4][C:5]2[CH:11]=[C:10]([CH2:12][NH:13][C:14]3[C:19]([NH2:20])=[CH:18][C:17]([C:23]([F:26])([F:24])[F:25])=[CH:16][N:15]=3)[CH:9]=[CH:8][C:6]=2[N:7]=1. (2) Given the reactants [Cl:1][C:2]1[CH:10]=[CH:9][CH:8]=[C:7]2[C:3]=1[C:4](O)([C:25]1[C:26]([OH:34])=[CH:27][C:28]3[O:32][CH2:31][CH2:30][C:29]=3[CH:33]=1)[C:5](=[O:24])[N:6]2[CH:11]([C:18]1[CH:23]=[CH:22][CH:21]=[CH:20][CH:19]=1)[C:12]1[CH:17]=[CH:16][CH:15]=[CH:14][CH:13]=1.C([SiH](CC)CC)C.FC(F)(F)C(O)=O, predict the reaction product. The product is: [Cl:1][C:2]1[CH:10]=[CH:9][CH:8]=[C:7]2[C:3]=1[CH:4]([C:25]1[C:26]([OH:34])=[CH:27][C:28]3[O:32][CH2:31][CH2:30][C:29]=3[CH:33]=1)[C:5](=[O:24])[N:6]2[CH:11]([C:12]1[CH:13]=[CH:14][CH:15]=[CH:16][CH:17]=1)[C:18]1[CH:23]=[CH:22][CH:21]=[CH:20][CH:19]=1.